Dataset: Peptide-MHC class I binding affinity with 185,985 pairs from IEDB/IMGT. Task: Regression. Given a peptide amino acid sequence and an MHC pseudo amino acid sequence, predict their binding affinity value. This is MHC class I binding data. The peptide sequence is AYIDNYNKV. The MHC is Mamu-A01 with pseudo-sequence Mamu-A01. The binding affinity (normalized) is 0.0872.